From a dataset of Forward reaction prediction with 1.9M reactions from USPTO patents (1976-2016). Predict the product of the given reaction. (1) The product is: [CH2:23]([O:22][P:20]([C:8]1[CH:7]=[C:6]([CH2:5][CH:4]([NH:28][C:29]([O:31][C:32]([CH3:35])([CH3:33])[CH3:34])=[O:30])[C:3]([OH:36])=[O:2])[CH:11]=[CH:10][C:9]=1[P:12]([O:14][CH2:15][CH3:16])([O:17][CH2:18][CH3:19])=[O:13])([O:25][CH2:26][CH3:27])=[O:21])[CH3:24]. Given the reactants C[O:2][C:3](=[O:36])[CH:4]([NH:28][C:29]([O:31][C:32]([CH3:35])([CH3:34])[CH3:33])=[O:30])[CH2:5][C:6]1[CH:11]=[CH:10][C:9]([P:12]([O:17][CH2:18][CH3:19])([O:14][CH2:15][CH3:16])=[O:13])=[C:8]([P:20]([O:25][CH2:26][CH3:27])([O:22][CH2:23][CH3:24])=[O:21])[CH:7]=1.O.[OH-].[Li+], predict the reaction product. (2) Given the reactants Br[C:2]1[N:6]2[N:7]=[C:8]([NH:11][CH2:12][CH2:13][CH2:14][CH3:15])[CH:9]=[CH:10][C:5]2=[N:4][CH:3]=1.[NH:16]1[CH:20]=[C:19](B(O)O)[CH:18]=[N:17]1.[C:24](=[O:27])([O-])[O-:25].[K+].[K+], predict the reaction product. The product is: [C:24]([OH:25])(=[O:27])[CH3:2].[CH2:12]([NH:11][C:8]1[CH:9]=[CH:10][C:5]2[N:6]([C:2]([C:20]3[CH:19]=[CH:18][NH:17][N:16]=3)=[CH:3][N:4]=2)[N:7]=1)[CH2:13][CH2:14][CH3:15]. (3) The product is: [Br:19][C:20]1[CH:21]=[CH:22][C:23]([O:26][CH2:12][C:11]2[CH:14]=[CH:15][CH:16]=[C:9]([C:8]([F:18])([F:17])[F:7])[CH:10]=2)=[N:24][CH:25]=1. Given the reactants C([O-])([O-])=O.[K+].[K+].[F:7][C:8]([F:18])([F:17])[C:9]1[CH:10]=[C:11]([CH:14]=[CH:15][CH:16]=1)[CH2:12]Br.[Br:19][C:20]1[CH:21]=[CH:22][C:23]([OH:26])=[N:24][CH:25]=1, predict the reaction product.